From a dataset of Reaction yield outcomes from USPTO patents with 853,638 reactions. Predict the reaction yield, written as a fraction of the theoretical maximum amount of product (1.0 means a 100% yield; for example, 0.34 means a 34% yield). The reactants are C(=O)([O-])[O-].[K+].[K+].[CH2:16](P([CH2:16][CH2:17][CH2:18][CH3:19])[CH2:16][CH2:17][CH2:18][CH3:19])[CH2:17][CH2:18][CH3:19].BrC1N=C([CH2:27][NH:28][C:29](=[O:35])[O:30][C:31]([CH3:34])([CH3:33])[CH3:32])C=CC=1.[CH2:36]([O:39][C:40]1[CH:62]=[CH:61][C:43]([CH2:44][C@@H:45]([C:57]([O:59][CH3:60])=[O:58])[NH:46][C:47](=[O:56])[C:48]2[C:53]([Cl:54])=[CH:52][CH:51]=[CH:50][C:49]=2[Cl:55])=[CH:42][CH:41]=1)[CH:37]=[CH2:38].[CH3:63][N:64](C=O)C. The catalyst is [Cl-].[Na+].O.C([O-])(=O)C.[Pd+2].C([O-])(=O)C. The product is [C:31]([O:30][C:29]([N:28]([CH3:27])[C:63]1[N:64]=[C:16](/[CH:38]=[CH:37]/[CH2:36][O:39][C:40]2[CH:41]=[CH:42][C:43]([CH2:44][C@@H:45]([C:57]([O:59][CH3:60])=[O:58])[NH:46][C:47](=[O:56])[C:48]3[C:53]([Cl:54])=[CH:52][CH:51]=[CH:50][C:49]=3[Cl:55])=[CH:61][CH:62]=2)[CH:17]=[CH:18][CH:19]=1)=[O:35])([CH3:32])([CH3:33])[CH3:34]. The yield is 0.430.